From a dataset of Merck oncology drug combination screen with 23,052 pairs across 39 cell lines. Regression. Given two drug SMILES strings and cell line genomic features, predict the synergy score measuring deviation from expected non-interaction effect. (1) Drug 1: COc1cc(C2c3cc4c(cc3C(OC3OC5COC(C)OC5C(O)C3O)C3COC(=O)C23)OCO4)cc(OC)c1O. Drug 2: CCc1cnn2c(NCc3ccc[n+]([O-])c3)cc(N3CCCCC3CCO)nc12. Cell line: A375. Synergy scores: synergy=-123. (2) Drug 1: O=P1(N(CCCl)CCCl)NCCCO1. Drug 2: COC1CC2CCC(C)C(O)(O2)C(=O)C(=O)N2CCCCC2C(=O)OC(C(C)CC2CCC(OP(C)(C)=O)C(OC)C2)CC(=O)C(C)C=C(C)C(O)C(OC)C(=O)C(C)CC(C)C=CC=CC=C1C. Cell line: SKMES1. Synergy scores: synergy=20.0. (3) Drug 1: COC12C(COC(N)=O)C3=C(C(=O)C(C)=C(N)C3=O)N1CC1NC12. Drug 2: Cn1c(=O)n(-c2ccc(C(C)(C)C#N)cc2)c2c3cc(-c4cnc5ccccc5c4)ccc3ncc21. Cell line: VCAP. Synergy scores: synergy=35.8. (4) Synergy scores: synergy=1.78. Cell line: COLO320DM. Drug 1: CS(=O)(=O)CCNCc1ccc(-c2ccc3ncnc(Nc4ccc(OCc5cccc(F)c5)c(Cl)c4)c3c2)o1. Drug 2: Cc1nc(Nc2ncc(C(=O)Nc3c(C)cccc3Cl)s2)cc(N2CCN(CCO)CC2)n1. (5) Drug 1: CN(C)C(=N)N=C(N)N. Drug 2: CNC(=O)c1cc(Oc2ccc(NC(=O)Nc3ccc(Cl)c(C(F)(F)F)c3)cc2)ccn1. Cell line: UWB1289. Synergy scores: synergy=5.99.